This data is from Reaction yield outcomes from USPTO patents with 853,638 reactions. The task is: Predict the reaction yield, written as a fraction of the theoretical maximum amount of product (1.0 means a 100% yield; for example, 0.34 means a 34% yield). (1) The reactants are [CH3:1][O:2][C:3]1[CH:4]=[C:5]2[C:10](=[C:11]3[CH2:15][C:14]([CH3:17])([CH3:16])[O:13][C:12]=13)[C:9]([C:18]1[CH:19]=[C:20]([NH2:24])[CH:21]=[CH:22][CH:23]=1)=[N:8][C:7]([CH3:26])([CH3:25])[CH2:6]2.[C:27]([NH:30][C:31]1[CH:32]=[C:33]([CH:37]=[CH:38][CH:39]=1)[C:34](O)=[O:35])(=[O:29])[CH3:28].O.ON1C2C=CC=CC=2N=N1.Cl.C(N=C=NCCCN(C)C)C. The catalyst is CN(C)C=O.O. The product is [C:27]([NH:30][C:31]1[CH:32]=[C:33]([CH:37]=[CH:38][CH:39]=1)[C:34]([NH:24][C:20]1[CH:21]=[CH:22][CH:23]=[C:18]([C:9]2[C:10]3[C:5](=[CH:4][C:3]([O:2][CH3:1])=[C:12]4[O:13][C:14]([CH3:17])([CH3:16])[CH2:15][C:11]4=3)[CH2:6][C:7]([CH3:26])([CH3:25])[N:8]=2)[CH:19]=1)=[O:35])(=[O:29])[CH3:28]. The yield is 0.990. (2) The catalyst is CS(C)=O. The product is [Si:13]([O:20][CH2:21][C:22]1[CH:23]=[C:24]([CH3:25])[NH:6][C:4](=[O:5])[C:3]=1[C:1]#[N:2])([C:16]([CH3:17])([CH3:18])[CH3:19])([CH3:15])[CH3:14]. The yield is 0.860. The reactants are [C:1]([CH2:3][C:4]([NH2:6])=[O:5])#[N:2].C(O[K])(C)(C)C.[Si:13]([O:20][CH2:21][C:22]#[C:23][C:24](=O)[CH3:25])([C:16]([CH3:19])([CH3:18])[CH3:17])([CH3:15])[CH3:14]. (3) The reactants are Cl[C:2]1[C:7]([C:8]([C:10]2[CH:15]=[CH:14][CH:13]=[CH:12][C:11]=2[O:16][CH3:17])=[O:9])=[CH:6][CH:5]=[C:4]([Cl:18])[N:3]=1.[OH-].[NH4+:20].O.C(OCC)(=O)C. The catalyst is O1CCOCC1. The product is [NH2:20][C:2]1[C:7]([C:8]([C:10]2[CH:15]=[CH:14][CH:13]=[CH:12][C:11]=2[O:16][CH3:17])=[O:9])=[CH:6][CH:5]=[C:4]([Cl:18])[N:3]=1. The yield is 0.507. (4) The reactants are O/[C:2](=[CH:8]\[C:9](=O)[CH2:10][CH:11]([CH3:13])[CH3:12])/[C:3]([O:5][CH2:6][CH3:7])=[O:4].[C:15]1([NH:21][NH2:22])[CH:20]=[CH:19][CH:18]=[CH:17][CH:16]=1.CCCCCC.CCOC(C)=O. The catalyst is C(O)C. The product is [CH2:10]([C:9]1[N:21]([C:15]2[CH:20]=[CH:19][CH:18]=[CH:17][CH:16]=2)[N:22]=[C:2]([C:3]([O:5][CH2:6][CH3:7])=[O:4])[CH:8]=1)[CH:11]([CH3:13])[CH3:12]. The yield is 0.800. (5) The reactants are [CH:1]1([NH:6][C:7]2[N:12]=[C:11]([C:13]3[C:14]([C:28]4[CH:33]=[CH:32][C:31]([O:34][CH3:35])=[CH:30][CH:29]=4)=[N:15][N:16]4[C:21]([NH:22][CH2:23][CH2:24][CH2:25][CH2:26][NH2:27])=[CH:20][CH:19]=[CH:18][C:17]=34)[CH:10]=[CH:9][N:8]=2)[CH2:5][CH2:4][CH2:3][CH2:2]1.[C:36]1(=[O:42])[O:41][C:39](=[O:40])[CH2:38][CH2:37]1.CCOCC. The catalyst is ClCCl. The product is [CH:1]1([NH:6][C:7]2[N:12]=[C:11]([C:13]3[C:14]([C:28]4[CH:29]=[CH:30][C:31]([O:34][CH3:35])=[CH:32][CH:33]=4)=[N:15][N:16]4[C:21]([NH:22][CH2:23][CH2:24][CH2:25][CH2:26][NH:27][C:36](=[O:42])[CH2:37][CH2:38][C:39]([OH:41])=[O:40])=[CH:20][CH:19]=[CH:18][C:17]=34)[CH:10]=[CH:9][N:8]=2)[CH2:2][CH2:3][CH2:4][CH2:5]1. The yield is 0.990. (6) The reactants are [O:1]1[C:5]2[CH:6]=[CH:7][CH:8]=[CH:9][C:4]=2[CH:3]=[C:2]1[C:10]([OH:12])=O.[NH2:13][CH2:14][CH2:15][CH2:16][CH2:17][OH:18].ON1C2C=CC=CC=2N=N1.Cl.CN(C)CCCN=C=NCC.C(N(C(C)C)CC)(C)C. The catalyst is CN(C=O)C. The product is [OH:18][CH2:17][CH2:16][CH2:15][CH2:14][NH:13][C:10]([C:2]1[O:1][C:5]2[CH:6]=[CH:7][CH:8]=[CH:9][C:4]=2[CH:3]=1)=[O:12]. The yield is 0.500. (7) The reactants are [CH3:1][C:2]1[C:11](=[O:12])[NH:10][C:9]2[N:8]=[C:7]([O:13][CH2:14][CH2:15][CH2:16][CH:17]=O)[CH:6]=[CH:5][C:4]=2[CH:3]=1.[Cl:19][C:20]1[C:25]([Cl:26])=[CH:24][CH:23]=[CH:22][C:21]=1[N:27]1[CH2:32][CH2:31][NH:30][CH2:29][CH2:28]1.[BH-](OC(C)=O)(OC(C)=O)OC(C)=O.[Na+]. The catalyst is CO. The product is [Cl:19][C:20]1[C:25]([Cl:26])=[CH:24][CH:23]=[CH:22][C:21]=1[N:27]1[CH2:32][CH2:31][N:30]([CH2:17][CH2:16][CH2:15][CH2:14][O:13][C:7]2[N:8]=[C:9]3[C:4]([CH:3]=[C:2]([CH3:1])[C:11](=[O:12])[NH:10]3)=[CH:5][CH:6]=2)[CH2:29][CH2:28]1. The yield is 0.300. (8) The reactants are [N+:1]([CH2:4][CH2:5][C:6]1[CH:7]=[CH:8][C:9]([O:12][C:13]2[CH:14]=[N:15][CH:16]=[CH:17][CH:18]=2)=[N:10][CH:11]=1)([O-:3])=O.C[O-].[Li+].[C:22]([C:24]1[C:25]([NH2:31])=[N:26][C:27]([NH2:30])=[CH:28][CH:29]=1)#[CH:23].C(N(CC)CC)C. The catalyst is ClCCl.[Ti](Cl)(Cl)(Cl)Cl.O.CS(C)=O.O1CCCC1.CO. The product is [N:15]1[CH:16]=[CH:17][CH:18]=[C:13]([O:12][C:9]2[N:10]=[CH:11][C:6]([CH2:5][C:4]3[CH:23]=[C:22]([C:24]4[C:25]([NH2:31])=[N:26][C:27]([NH2:30])=[CH:28][CH:29]=4)[O:3][N:1]=3)=[CH:7][CH:8]=2)[CH:14]=1. The yield is 0.0900.